From a dataset of Full USPTO retrosynthesis dataset with 1.9M reactions from patents (1976-2016). Predict the reactants needed to synthesize the given product. Given the product [CH2:1]([N:8]1[C:16]2[C:11](=[CH:12][C:13]([OH:17])=[CH:14][CH:15]=2)[CH:10]=[CH:9]1)[C:2]1[CH:3]=[CH:4][CH:5]=[CH:6][CH:7]=1, predict the reactants needed to synthesize it. The reactants are: [CH2:1]([N:8]1[C:16]2[C:11](=[CH:12][C:13]([O:17]CC3C=CC=CC=3)=[CH:14][CH:15]=2)[CH:10]=[CH:9]1)[C:2]1[CH:7]=[CH:6][CH:5]=[CH:4][CH:3]=1.